From a dataset of Microsomal clearance measurements from AstraZeneca. Regression/Classification. Given a drug SMILES string, predict its absorption, distribution, metabolism, or excretion properties. Task type varies by dataset: regression for continuous measurements (e.g., permeability, clearance, half-life) or binary classification for categorical outcomes (e.g., BBB penetration, CYP inhibition). For this dataset (clearance_microsome_az), we predict log10(clearance) (log10 of the in vitro intrinsic clearance, CLint, in uL/min per mg of human liver microsomal protein, equivalently mL/min/g; values are censored to the assay range of 3 to 150, which is 0.477 to 2.18 on this log10 scale). (1) The compound is Cc1ccc2c(c1)c(-c1cc(C)nc3ccccc13)c(C)n2CC(=O)O. The log10(clearance) is 0.480. (2) The drug is NCCCCN(Cc1nc2ccccc2[nH]1)C1CCCc2cccnc21. The log10(clearance) is 1.59.